The task is: Predict the reactants needed to synthesize the given product.. This data is from Full USPTO retrosynthesis dataset with 1.9M reactions from patents (1976-2016). Given the product [CH2:45]([O:52][C:53]([NH:55][C@@H:56]([CH2:60][NH:61][C:62]([O:64][C:65]([CH3:68])([CH3:67])[CH3:66])=[O:63])[C:57]([NH:1][C:2]1[CH:3]=[C:4]([CH:38]=[CH:39][C:40]=1[CH2:41][N:42]([CH3:43])[CH3:44])[C:5]([NH:7][C@H:8]([B:25]1[O:33][CH:32]2[C:27]([CH3:37])([CH:28]3[CH2:34][CH:30]([CH2:31]2)[C:29]3([CH3:35])[CH3:36])[O:26]1)[CH2:9][C:10]1[C:11]([O:23][CH3:24])=[C:12]([CH:20]=[CH:21][CH:22]=1)[C:13]([O:15][C:16]([CH3:17])([CH3:18])[CH3:19])=[O:14])=[O:6])=[O:58])=[O:54])[C:46]1[CH:47]=[CH:48][CH:49]=[CH:50][CH:51]=1, predict the reactants needed to synthesize it. The reactants are: [NH2:1][C:2]1[CH:3]=[C:4]([CH:38]=[CH:39][C:40]=1[CH2:41][N:42]([CH3:44])[CH3:43])[C:5]([NH:7][C@H:8]([B:25]1[O:33][CH:32]2[C:27]([CH3:37])([CH:28]3[CH2:34][CH:30]([CH2:31]2)[C:29]3([CH3:36])[CH3:35])[O:26]1)[CH2:9][C:10]1[C:11]([O:23][CH3:24])=[C:12]([CH:20]=[CH:21][CH:22]=1)[C:13]([O:15][C:16]([CH3:19])([CH3:18])[CH3:17])=[O:14])=[O:6].[CH2:45]([O:52][C:53]([NH:55][C@@H:56]([CH2:60][NH:61][C:62]([O:64][C:65]([CH3:68])([CH3:67])[CH3:66])=[O:63])[C:57](O)=[O:58])=[O:54])[C:46]1[CH:51]=[CH:50][CH:49]=[CH:48][CH:47]=1.CN1CCOCC1.CN(C(ON1N=NC2C=CC=NC1=2)=[N+](C)C)C.F[P-](F)(F)(F)(F)F.